This data is from Peptide-MHC class I binding affinity with 185,985 pairs from IEDB/IMGT. The task is: Regression. Given a peptide amino acid sequence and an MHC pseudo amino acid sequence, predict their binding affinity value. This is MHC class I binding data. (1) The peptide sequence is GYAFEHIVY. The MHC is HLA-A30:02 with pseudo-sequence HLA-A30:02. The binding affinity (normalized) is 0.292. (2) The peptide sequence is ASFKAGKLR. The MHC is HLA-A26:03 with pseudo-sequence HLA-A26:03. The binding affinity (normalized) is 0.0847. (3) The peptide sequence is YLIIICVLVV. The MHC is HLA-A02:03 with pseudo-sequence HLA-A02:03. The binding affinity (normalized) is 0.365. (4) The peptide sequence is MMATIGIAL. The MHC is HLA-A02:17 with pseudo-sequence HLA-A02:17. The binding affinity (normalized) is 0.248. (5) The peptide sequence is QMRDVLGTF. The MHC is HLA-A02:01 with pseudo-sequence HLA-A02:01. The binding affinity (normalized) is 0.0847. (6) The peptide sequence is YRLLLTRVL. The MHC is HLA-B27:05 with pseudo-sequence HLA-B27:05. The binding affinity (normalized) is 0.840. (7) The peptide sequence is VTLDFTKFH. The MHC is HLA-A68:01 with pseudo-sequence HLA-A68:01. The binding affinity (normalized) is 0.0520. (8) The peptide sequence is YATVAGHEG. The MHC is HLA-B40:01 with pseudo-sequence HLA-B40:01. The binding affinity (normalized) is 0.0847. (9) The peptide sequence is TVLGLGLSLK. The MHC is HLA-B54:01 with pseudo-sequence HLA-B54:01. The binding affinity (normalized) is 0. (10) The peptide sequence is STAPTGSWF. The MHC is HLA-A26:01 with pseudo-sequence HLA-A26:01. The binding affinity (normalized) is 0.536.